Dataset: Catalyst prediction with 721,799 reactions and 888 catalyst types from USPTO. Task: Predict which catalyst facilitates the given reaction. Reactant: [Br:1][C:2]1[C:3]([OH:13])=[CH:4][C:5]2[C:10]([CH:11]=1)=[CH:9][CH:8]=[C:7]([OH:12])[CH:6]=2.C([O-])([O-])=O.[K+].[K+].[CH2:20](Cl)[O:21][CH3:22]. Product: [Br:1][C:2]1[CH:11]=[C:10]2[C:5](=[CH:4][C:3]=1[O:13][CH2:20][O:21][CH3:22])[CH:6]=[C:7]([OH:12])[CH:8]=[CH:9]2. The catalyst class is: 23.